This data is from Cav3 T-type calcium channel HTS with 100,875 compounds. The task is: Binary Classification. Given a drug SMILES string, predict its activity (active/inactive) in a high-throughput screening assay against a specified biological target. (1) The drug is S(=O)(=O)(c1nsc(c1C#N)C)/C(=N\Nc1cc(ccc1)C(F)(F)F)C#N. The result is 1 (active). (2) The compound is O=C(NC(c1ccccc1)C)C1CCCN(C1)C(=O)N(C)C. The result is 0 (inactive). (3) The molecule is o1nc(c2c1CC(C\C2=N\O)c1ccccc1)CC. The result is 0 (inactive). (4) The drug is O=C(Nc1c(Cc2ccccc2)cccc1)Cn1nnnc1. The result is 0 (inactive). (5) The compound is O1CCN(CC1)CCOC(=O)c1cc(OC)c(OC)cc1. The result is 0 (inactive). (6) The drug is S(=O)(=O)(N1CCCCC1)c1cc(OC)c(NC(=O)Cc2ccccc2)cc1. The result is 0 (inactive). (7) The compound is s1c2n(cc(n2)CNC(=O)Cc2ccc(OCC)cc2)c(c1)C. The result is 0 (inactive). (8) The compound is s1c2ncnc(N\N=C\c3c(OC)c(OC)ccc3)c2c(c2ccccc2)c1. The result is 0 (inactive).